This data is from Catalyst prediction with 721,799 reactions and 888 catalyst types from USPTO. The task is: Predict which catalyst facilitates the given reaction. (1) Reactant: [F:1][C:2]([F:14])([F:13])[C:3]1[CH:8]=[CH:7][CH:6]=[CH:5][C:4]=1[NH:9][C:10]([NH2:12])=[S:11].Br[CH2:16][C:17]([C:19]1[CH:24]=[CH:23][C:22]([F:25])=[CH:21][CH:20]=1)=O. Product: [F:25][C:22]1[CH:23]=[CH:24][C:19]([C:17]2[N:12]=[C:10]([NH:9][C:4]3[CH:5]=[CH:6][CH:7]=[CH:8][C:3]=3[C:2]([F:13])([F:1])[F:14])[S:11][CH:16]=2)=[CH:20][CH:21]=1. The catalyst class is: 1. (2) Reactant: [CH3:1][C:2]1[O:8][CH:7]=[CH:6][C:4](=[O:5])[C:3]=1[OH:9].[OH-].[Na+].[CH2:12](Cl)[C:13]1[CH:18]=[CH:17][CH:16]=[CH:15][CH:14]=1. Product: [CH2:12]([O:9][C:3]1[C:4](=[O:5])[CH:6]=[CH:7][O:8][C:2]=1[CH3:1])[C:13]1[CH:18]=[CH:17][CH:16]=[CH:15][CH:14]=1. The catalyst class is: 5. (3) Reactant: [Br:1][C:2]1[CH:3]=[N:4][CH:5]=[CH:6][C:7]=1[C:8](=O)[CH3:9].S([O-])([O-])(=O)=O.C[N+:17]1C(=O)C(C)[CH:20]=[CH:21][CH:22]=1.C[N+:17]1C(=O)C(C)[CH:20]=[CH:21][CH:22]=1.C(#N)C. Product: [Br:1][C:2]1[CH:3]=[N:4][CH:5]=[CH:6][C:7]=1[C:8]1[CH:9]=[CH:20][CH:21]=[CH:22][N:17]=1. The catalyst class is: 66.